Dataset: Full USPTO retrosynthesis dataset with 1.9M reactions from patents (1976-2016). Task: Predict the reactants needed to synthesize the given product. (1) Given the product [I:13][C:14]1[CH:15]=[CH:16][C:17]([C:18]2[O:20][N:27]=[C:25]([CH3:26])[N:24]=2)=[CH:21][CH:22]=1, predict the reactants needed to synthesize it. The reactants are: C(N1C=CN=C1)(N1C=CN=C1)=O.[I:13][C:14]1[CH:22]=[CH:21][C:17]([C:18]([OH:20])=O)=[CH:16][CH:15]=1.O[NH:24][C:25](=[NH:27])[CH3:26].C[O-].[Na+].CO. (2) Given the product [Si:53]([O:43][CH2:42][CH2:41][C@H:21]1[CH2:20][C@@H:19]([O:18][Si:1]([C:14]([CH3:16])([CH3:17])[CH3:15])([C:2]2[CH:7]=[CH:6][CH:5]=[CH:4][CH:3]=2)[C:8]2[CH:13]=[CH:12][CH:11]=[CH:10][CH:9]=2)[CH2:24][CH2:23][C@@:22]1([C@H:26]1[CH2:34][CH2:33][C@@:32]2([CH3:35])[C@@H:28]([CH2:29][CH2:30][C:31]32[O:36][CH2:37][CH2:38][O:39]3)[C@@H:27]1[OH:40])[CH3:25])([C:50]([CH3:52])([CH3:51])[CH3:49])([CH3:55])[CH3:54], predict the reactants needed to synthesize it. The reactants are: [Si:1]([O:18][C@H:19]1[CH2:24][CH2:23][C@@:22]([C@H:26]2[CH2:34][CH2:33][C@@:32]3([CH3:35])[C@@H:28]([CH2:29][CH2:30][C:31]43[O:39][CH2:38][CH2:37][O:36]4)[C@@H:27]2[OH:40])([CH3:25])[C@@H:21]([CH2:41][CH2:42][OH:43])[CH2:20]1)([C:14]([CH3:17])([CH3:16])[CH3:15])([C:8]1[CH:13]=[CH:12][CH:11]=[CH:10][CH:9]=1)[C:2]1[CH:7]=[CH:6][CH:5]=[CH:4][CH:3]=1.N1C=CN=C1.[CH3:49][C:50]([Si:53](Cl)([CH3:55])[CH3:54])([CH3:52])[CH3:51]. (3) Given the product [CH3:7][NH:6][C:4]([C:3]1[C:2]([C:28]2[CH:29]=[CH:30][CH:31]=[CH:32][C:27]=2[CH3:34])=[CH:11][C:10]([N:12]2[CH2:17][CH2:16][N:15]([CH3:18])[CH2:14][CH2:13]2)=[CH:9][CH:8]=1)=[O:5], predict the reactants needed to synthesize it. The reactants are: Cl[C:2]1[CH:11]=[C:10]([N:12]2[CH2:17][CH2:16][N:15]([CH3:18])[CH2:14][CH2:13]2)[CH:9]=[CH:8][C:3]=1[C:4]([NH:6][CH3:7])=[O:5].CN(C)CCN(C)C.[C:27]1([CH3:34])[CH:32]=[CH:31][CH:30]=[CH:29][C:28]=1[Li].C([Li])(C)(C)C.BrC1C=CC=CC=1C. (4) The reactants are: [OH:1][N:2]1[C:6]([I:7])=[CH:5][CH:4]=[N:3]1.[CH3:8][N:9]([C:13]1[CH:18]=[CH:17][CH:16]=[CH:15][CH:14]=1)[C:10](Cl)=[O:11]. Given the product [I:7][C:6]1[N:2]([O:1][C:10](=[O:11])[N:9]([CH3:8])[C:13]2[CH:18]=[CH:17][CH:16]=[CH:15][CH:14]=2)[N:3]=[CH:4][CH:5]=1, predict the reactants needed to synthesize it.